This data is from Full USPTO retrosynthesis dataset with 1.9M reactions from patents (1976-2016). The task is: Predict the reactants needed to synthesize the given product. (1) Given the product [Cl:30][C:19]1[C:20](=[O:29])[N:21]([CH:24]2[CH2:25][CH2:26][CH2:27][CH2:28]2)[N:22]([CH3:23])[C:18]=1[CH2:17][N:11]1[CH2:10][CH2:9][N:8]([C:6]2[CH:7]=[C:2]([Cl:1])[CH:3]=[CH:4][C:5]=2[O:14][CH3:15])[CH2:13][CH2:12]1, predict the reactants needed to synthesize it. The reactants are: [Cl:1][C:2]1[CH:3]=[CH:4][C:5]([O:14][CH3:15])=[C:6]([N:8]2[CH2:13][CH2:12][NH:11][CH2:10][CH2:9]2)[CH:7]=1.Br[CH2:17][C:18]1[N:22]([CH3:23])[N:21]([CH:24]2[CH2:28][CH2:27][CH2:26][CH2:25]2)[C:20](=[O:29])[C:19]=1[Cl:30].C(=O)([O-])[O-].[K+].[K+]. (2) Given the product [Si:30]([O:25][CH2:24][CH:22]1[CH2:23][CH:21]1[C:17]1[N:13]2[C:14](=[O:16])[CH:15]=[C:10]([CH2:9][N:8]3[C:4]([CH:1]4[CH2:3][CH2:2]4)=[CH:5][C:6]([C:26]([F:28])([F:29])[F:27])=[N:7]3)[N:11]=[C:12]2[S:19][C:18]=1[CH3:20])([C:33]([CH3:36])([CH3:35])[CH3:34])([CH3:32])[CH3:31], predict the reactants needed to synthesize it. The reactants are: [CH:1]1([C:4]2[N:8]([CH2:9][C:10]3[N:11]=[C:12]4[S:19][C:18]([CH3:20])=[C:17]([C@@H:21]5[CH2:23][C@H:22]5[CH2:24][OH:25])[N:13]4[C:14](=[O:16])[CH:15]=3)[N:7]=[C:6]([C:26]([F:29])([F:28])[F:27])[CH:5]=2)[CH2:3][CH2:2]1.[Si:30](Cl)([C:33]([CH3:36])([CH3:35])[CH3:34])([CH3:32])[CH3:31].N1C=CN=C1. (3) Given the product [Br:1][C:2]1[CH:3]=[CH:4][C:5]([O:12][CH3:13])=[C:6]2[C:11]=1[CH2:10][NH:9][CH2:8][CH2:7]2, predict the reactants needed to synthesize it. The reactants are: [Br:1][C:2]1[CH:3]=[CH:4][C:5]([O:12][CH3:13])=[C:6]2[C:11]=1[CH:10]=[N:9][CH:8]=[CH:7]2.C([BH3-])#N.[Na+].B(F)(F)F.CCOCC.